Dataset: Full USPTO retrosynthesis dataset with 1.9M reactions from patents (1976-2016). Task: Predict the reactants needed to synthesize the given product. Given the product [C:30]([N:14]([CH2:15][C:16]1[CH:21]=[C:20]([C:22]([F:25])([F:24])[F:23])[CH:19]=[C:18]([C:26]([F:29])([F:28])[F:27])[CH:17]=1)[CH:10]1[CH2:11][CH2:12][CH2:13][N:7]([C:5]([O:4][CH:1]([CH3:3])[CH3:2])=[O:6])[C:8]2[CH:36]=[C:35]([CH3:37])[C:34]([NH2:42])=[CH:33][C:9]1=2)(=[O:32])[CH3:31], predict the reactants needed to synthesize it. The reactants are: [CH:1]([O:4][C:5]([N:7]1[CH2:13][CH2:12][CH2:11][CH:10]([N:14]([C:30](=[O:32])[CH3:31])[CH2:15][C:16]2[CH:21]=[C:20]([C:22]([F:25])([F:24])[F:23])[CH:19]=[C:18]([C:26]([F:29])([F:28])[F:27])[CH:17]=2)[C:9]2[CH:33]=[C:34](Br)[C:35]([CH3:37])=[CH:36][C:8]1=2)=[O:6])([CH3:3])[CH3:2].C([N:42](CC1C=C(C(F)(F)F)C=C(C(F)(F)F)C=1)C1CCCN(C(OC(C)C)=O)C2C=C(N)C=CC1=2)(=O)C.